From a dataset of Full USPTO retrosynthesis dataset with 1.9M reactions from patents (1976-2016). Predict the reactants needed to synthesize the given product. (1) Given the product [CH2:1]=[C:8]1[CH2:11][N:10]([C:12]([O:14][C:15]([CH3:18])([CH3:17])[CH3:16])=[O:13])[CH2:9]1, predict the reactants needed to synthesize it. The reactants are: [CH3:1]C(C)([O-])C.[K+].O=[C:8]1[CH2:11][N:10]([C:12]([O:14][C:15]([CH3:18])([CH3:17])[CH3:16])=[O:13])[CH2:9]1. (2) Given the product [ClH:33].[CH3:1][N:2]([CH:26]1[CH2:27][CH2:28][N:29]([CH3:32])[CH2:30][CH2:31]1)[S:3]([C:6]1[CH:25]=[CH:24][C:9]2[N:10]([CH3:23])[C:11]([CH2:13][O:14][C:15]3[CH:16]=[CH:17][C:18]([C:21](=[NH:38])[NH2:22])=[CH:19][CH:20]=3)=[N:12][C:8]=2[CH:7]=1)(=[O:4])=[O:5], predict the reactants needed to synthesize it. The reactants are: [CH3:1][N:2]([CH:26]1[CH2:31][CH2:30][N:29]([CH3:32])[CH2:28][CH2:27]1)[S:3]([C:6]1[CH:25]=[CH:24][C:9]2[N:10]([CH3:23])[C:11]([CH2:13][O:14][C:15]3[CH:20]=[CH:19][C:18]([C:21]#[N:22])=[CH:17][CH:16]=3)=[N:12][C:8]=2[CH:7]=1)(=[O:5])=[O:4].[ClH:33].C(=O)([O-])[O-].[NH4+:38].[NH4+]. (3) Given the product [Cl:21][C:9]1[C:10]2[C:5](=[CH:4][C:3]([O:2][CH3:1])=[CH:12][CH:11]=2)[CH:6]=[C:7]([N:14]2[CH2:18][CH2:17][CH2:16][CH2:15]2)[N:8]=1, predict the reactants needed to synthesize it. The reactants are: [CH3:1][O:2][C:3]1[CH:4]=[C:5]2[C:10](=[CH:11][CH:12]=1)[C:9](O)=[N:8][C:7]([N:14]1[CH2:18][CH2:17][CH2:16][CH2:15]1)=[CH:6]2.O=P(Cl)(Cl)[Cl:21]. (4) The reactants are: C([O:4][CH2:5][C:6]1[O:10][N:9]=[C:8]([C:11]2[CH:16]=[CH:15][C:14]([C:17]3[C:18]([O:24][CH2:25][C@H:26]4[CH2:28][C@@H:27]4[C:29]4[CH:34]=[CH:33][C:32]([O:35][CH3:36])=[CH:31][N:30]=4)=[N:19][C:20]([CH3:23])=[N:21][CH:22]=3)=[CH:13][CH:12]=2)[N:7]=1)(=O)C.C([O-])([O-])=O.[K+].[K+]. Given the product [CH3:36][O:35][C:32]1[CH:33]=[CH:34][C:29]([C@H:27]2[CH2:28][C@@H:26]2[CH2:25][O:24][C:18]2[C:17]([C:14]3[CH:15]=[CH:16][C:11]([C:8]4[N:7]=[C:6]([CH2:5][OH:4])[O:10][N:9]=4)=[CH:12][CH:13]=3)=[CH:22][N:21]=[C:20]([CH3:23])[N:19]=2)=[N:30][CH:31]=1, predict the reactants needed to synthesize it. (5) Given the product [CH:1]1([CH2:4][C:5]([N:20]2[CH2:21][CH2:22][C:23]3[N:24]=[C:16]([CH2:15][O:8][C:9]4[CH:14]=[CH:13][CH:12]=[CH:11][CH:10]=4)[O:17][C:18]=3[CH2:19]2)=[O:7])[CH2:2][CH2:3]1, predict the reactants needed to synthesize it. The reactants are: [CH:1]1([CH2:4][C:5]([OH:7])=O)[CH2:3][CH2:2]1.[O:8]([CH2:15][C:16]1[O:17][C:18]2[CH2:19][NH:20][CH2:21][CH2:22][C:23]=2[N:24]=1)[C:9]1[CH:14]=[CH:13][CH:12]=[CH:11][CH:10]=1.F[P-](F)(F)(F)(F)F.N1(OC(N(C)C)=[N+](C)C)C2N=CC=CC=2N=N1.C(N(CC)CC)C. (6) Given the product [F:1][C:2]1[CH:7]=[C:6]([OH:8])[CH:5]=[C:4]([F:10])[C:3]=1[C:12](=[O:25])[CH2:13][C:14]1[CH:23]=[CH:22][C:17]([C:18]([OH:20])=[O:19])=[CH:16][C:15]=1[F:24], predict the reactants needed to synthesize it. The reactants are: [F:1][C:2]1[CH:7]=[C:6]([O:8]C)[CH:5]=[C:4]([F:10])[CH:3]=1.Cl[C:12](=[O:25])[CH2:13][C:14]1[CH:23]=[CH:22][C:17]([C:18]([O:20]C)=[O:19])=[CH:16][C:15]=1[F:24].